This data is from Reaction yield outcomes from USPTO patents with 853,638 reactions. The task is: Predict the reaction yield, written as a fraction of the theoretical maximum amount of product (1.0 means a 100% yield; for example, 0.34 means a 34% yield). The reactants are [N:1]1([C:7]2[C:8]3[N:31]=[N:30][N:29]([CH:32]4[CH2:37][CH2:36][N:35](C(OC(C)(C)C)=O)[CH2:34][CH2:33]4)[C:9]=3[N:10]=[C:11]([C:13]3[CH:18]=[CH:17][C:16]([NH:19][C:20](=[O:28])[NH:21][C:22]4[CH:23]=[N:24][CH:25]=[CH:26][CH:27]=4)=[CH:15][CH:14]=3)[N:12]=2)[CH2:6][CH2:5][O:4][CH2:3][CH2:2]1. The catalyst is C(Cl)(Cl)Cl.C(O)(C(F)(F)F)=O. The product is [N:1]1([C:7]2[C:8]3[N:31]=[N:30][N:29]([CH:32]4[CH2:33][CH2:34][NH:35][CH2:36][CH2:37]4)[C:9]=3[N:10]=[C:11]([C:13]3[CH:18]=[CH:17][C:16]([NH:19][C:20]([NH:21][C:22]4[CH:23]=[N:24][CH:25]=[CH:26][CH:27]=4)=[O:28])=[CH:15][CH:14]=3)[N:12]=2)[CH2:2][CH2:3][O:4][CH2:5][CH2:6]1. The yield is 0.550.